Task: Predict the reactants needed to synthesize the given product.. Dataset: Full USPTO retrosynthesis dataset with 1.9M reactions from patents (1976-2016) (1) Given the product [N:7]1[C:16]2[C:11](=[CH:12][C:13]([C:24]([OH:23])([CH3:25])[CH3:5])=[CH:14][CH:15]=2)[CH:10]=[CH:9][CH:8]=1, predict the reactants needed to synthesize it. The reactants are: C[Mg]I.[Mg].[CH3:5]I.[N:7]1[C:16]2[C:11](=[CH:12][C:13](C(OC)=O)=[CH:14][CH:15]=2)[CH:10]=[CH:9][CH:8]=1.C([O:23][CH2:24][CH3:25])C. (2) Given the product [Br:58][C:57]1[C:52]([NH:51][C:61]2[CH:68]=[CH:67][C:64]([CH:65]=[O:66])=[CH:63][CH:62]=2)=[N:53][CH:54]=[C:55]([CH3:59])[CH:56]=1, predict the reactants needed to synthesize it. The reactants are: C1(P(C2C=CC=CC=2)C2C3OC4C(=CC=CC=4P(C4C=CC=CC=4)C4C=CC=CC=4)C(C)(C)C=3C=CC=2)C=CC=CC=1.C1(OC)C=CC=CC=1.[NH2:51][C:52]1[C:57]([Br:58])=[CH:56][C:55]([CH3:59])=[CH:54][N:53]=1.I[C:61]1[CH:68]=[CH:67][C:64]([CH:65]=[O:66])=[CH:63][CH:62]=1.C(=O)([O-])[O-].[Cs+].[Cs+]. (3) Given the product [Cl:1][C:2]1[CH:3]=[C:4]([N:8]([C:9](=[O:14])[CH2:10][CH2:11][C:12]#[CH:13])[C:16](=[O:15])[O:18][C:19]([CH3:22])([CH3:21])[CH3:20])[CH:5]=[CH:6][CH:7]=1, predict the reactants needed to synthesize it. The reactants are: [Cl:1][C:2]1[CH:3]=[C:4]([NH:8][C:9](=[O:14])[CH2:10][CH2:11][C:12]#[CH:13])[CH:5]=[CH:6][CH:7]=1.[O:15](C(OC(C)(C)C)=O)[C:16]([O:18][C:19]([CH3:22])([CH3:21])[CH3:20])=O. (4) Given the product [OH:1][CH:2]([C:11]1[CH:23]=[CH:22][C:14]([C:15]([O:17][C:18]([CH3:21])([CH3:19])[CH3:20])=[O:16])=[CH:13][C:12]=1[C:24]([N:26]1[CH2:35][CH2:34][C:33]2[C:28](=[CH:29][CH:30]=[CH:31][CH:32]=2)[CH2:27]1)=[O:25])[CH:3]([N+:8]([O-:10])=[O:9])[CH3:4], predict the reactants needed to synthesize it. The reactants are: [OH:1][CH:2]([C:11]1[CH:23]=[CH:22][C:14]([C:15]([O:17][C:18]([CH3:21])([CH3:20])[CH3:19])=[O:16])=[CH:13][C:12]=1[C:24]([N:26]1[CH2:35][CH2:34][C:33]2[C:28](=[CH:29][CH:30]=[CH:31][CH:32]=2)[CH2:27]1)=[O:25])[CH:3]([N+:8]([O-:10])=[O:9])[CH2:4]CCC.C(C1C=CC(C(OC(C)(C)C)=O)=CC=1C(N1CCC2C(=CC=CC=2)C1)=O)=O.[N+](CC)([O-])=O.